From a dataset of NCI-60 drug combinations with 297,098 pairs across 59 cell lines. Regression. Given two drug SMILES strings and cell line genomic features, predict the synergy score measuring deviation from expected non-interaction effect. Drug 2: CC1=C2C(C(=O)C3(C(CC4C(C3C(C(C2(C)C)(CC1OC(=O)C(C(C5=CC=CC=C5)NC(=O)C6=CC=CC=C6)O)O)OC(=O)C7=CC=CC=C7)(CO4)OC(=O)C)O)C)OC(=O)C. Cell line: COLO 205. Drug 1: C1CCC(C1)C(CC#N)N2C=C(C=N2)C3=C4C=CNC4=NC=N3. Synergy scores: CSS=25.6, Synergy_ZIP=6.91, Synergy_Bliss=5.65, Synergy_Loewe=-57.5, Synergy_HSA=-0.843.